The task is: Regression. Given a peptide amino acid sequence and an MHC pseudo amino acid sequence, predict their binding affinity value. This is MHC class II binding data.. This data is from Peptide-MHC class II binding affinity with 134,281 pairs from IEDB. (1) The peptide sequence is CPKYVRSAKLRMVTGLRNIPS. The MHC is DRB1_0401 with pseudo-sequence DRB1_0401. The binding affinity (normalized) is 0. (2) The peptide sequence is NKIKQKTKQIGNRPG. The MHC is HLA-DQA10201-DQB10303 with pseudo-sequence HLA-DQA10201-DQB10303. The binding affinity (normalized) is 0. (3) The peptide sequence is INEPTAAAIAYGLDR. The MHC is HLA-DQA10103-DQB10603 with pseudo-sequence HLA-DQA10103-DQB10603. The binding affinity (normalized) is 0.861. (4) The binding affinity (normalized) is 0.256. The MHC is DRB1_0405 with pseudo-sequence DRB1_0405. The peptide sequence is MRCVGVGNRDFVEGL. (5) The peptide sequence is AGTNYNKTVASLMNA. The MHC is HLA-DQA10501-DQB10301 with pseudo-sequence HLA-DQA10501-DQB10301. The binding affinity (normalized) is 0.388. (6) The peptide sequence is QWHKEGSSIGKLFTQHHHHHH. The MHC is DRB1_0701 with pseudo-sequence DRB1_0701. The binding affinity (normalized) is 0.495.